This data is from Full USPTO retrosynthesis dataset with 1.9M reactions from patents (1976-2016). The task is: Predict the reactants needed to synthesize the given product. (1) Given the product [NH2:13][C:14]1[C:6]([C:3]2[CH:4]=[CH:5][S:1][CH:2]=2)=[CH:7][CH:8]=[CH:9][C:10]=1[C:11]([OH:16])=[O:17], predict the reactants needed to synthesize it. The reactants are: [S:1]1[CH:5]=[CH:4][C:3]([C:6]2[CH:7]=[CH:8][CH:9]=[C:10]3[C:14]=2[NH:13]C(=O)[C:11]3=[O:16])=[CH:2]1.[OH-:17].[Na+].OO.Cl. (2) Given the product [OH:20][CH2:9][CH:8]([C:12]1[C:13]([CH3:19])=[CH:14][C:15]([CH3:18])=[C:16]([CH3:17])[C:11]=1[OH:10])[C:5]1[CH:6]=[CH:7][C:2]([Br:1])=[CH:3][CH:4]=1, predict the reactants needed to synthesize it. The reactants are: [Br:1][C:2]1[CH:7]=[CH:6][C:5]([CH:8]2[C:12]3[C:13]([CH3:19])=[CH:14][C:15]([CH3:18])=[C:16]([CH3:17])[C:11]=3[O:10][C:9]2=[O:20])=[CH:4][CH:3]=1.